The task is: Predict the reaction yield, written as a fraction of the theoretical maximum amount of product (1.0 means a 100% yield; for example, 0.34 means a 34% yield).. This data is from Reaction yield outcomes from USPTO patents with 853,638 reactions. (1) The reactants are C([O:3][C:4](=[O:27])[CH2:5][N:6]1[CH:26]=[CH:25][C:10]([NH:11][C:12]([O:14][CH2:15][C:16]2[CH:24]=[CH:23][C:22]3[O:21][CH2:20][O:19][C:18]=3[CH:17]=2)=[O:13])=[N:9][C:7]1=[O:8])C.O.[OH-].[Li+].Cl. The catalyst is O1CCCC1.O. The product is [CH2:15]([O:14][C:12]([NH:11][C:10]1[CH:25]=[CH:26][N:6]([CH2:5][C:4]([OH:27])=[O:3])[C:7](=[O:8])[N:9]=1)=[O:13])[C:16]1[CH:24]=[CH:23][C:22]2[O:21][CH2:20][O:19][C:18]=2[CH:17]=1. The yield is 0.980. (2) The product is [O:2]1[C@H:7]2[CH2:8][N:9]([CH2:21]/[CH:22]=[CH:23]/[C:24]([O:26][CH2:27][CH3:28])=[O:25])[CH2:10][C@H:6]2[O:5][CH2:4][CH2:3]1. The catalyst is C(Cl)Cl.[Cl-].[Na+].O. The reactants are Cl.[O:2]1[C@H:7]2[CH2:8][NH:9][CH2:10][C@H:6]2[O:5][CH2:4][CH2:3]1.CCN(C(C)C)C(C)C.Br[CH2:21]/[CH:22]=[CH:23]/[C:24]([O:26][CH2:27][CH3:28])=[O:25]. The yield is 0.800. (3) No catalyst specified. The reactants are [CH3:1][C:2]1[CH:7]=[C:6]([CH3:8])[N:5]2[N:9]=[C:10]([S:12][CH2:13][CH2:14][OH:15])[N:11]=[C:4]2[N:3]=1.[CH3:16][N:17]([CH3:27])[CH2:18][CH2:19][C:20]1[CH:25]=[CH:24][C:23](O)=[CH:22][CH:21]=1. The yield is 0.480. The product is [CH3:1][C:2]1[CH:7]=[C:6]([CH3:8])[N:5]2[N:9]=[C:10]([S:12][CH2:13][CH2:14][O:15][C:23]3[CH:24]=[CH:25][C:20]([CH2:19][CH2:18][N:17]([CH3:16])[CH3:27])=[CH:21][CH:22]=3)[N:11]=[C:4]2[N:3]=1. (4) The yield is 0.910. The product is [CH3:45][N:2]([CH3:1])[CH2:3][CH2:4][C:5]([O:7][CH:8]([CH:26]([OH:44])[CH2:27][CH2:28][CH2:29][CH2:30][CH2:31][CH2:32][CH2:33]/[CH:34]=[CH:35]\[CH2:36]/[CH:37]=[CH:38]\[CH2:39][CH2:40][CH2:41][CH2:42][CH3:43])[CH2:9][CH2:10][CH2:11][CH2:12][CH2:13][CH2:14][CH2:15]/[CH:16]=[CH:17]\[CH2:18]/[CH:19]=[CH:20]\[CH2:21][CH2:22][CH2:23][CH2:24][CH3:25])=[O:6]. The catalyst is CO. The reactants are [CH3:1][N:2]([CH3:45])[CH2:3][CH2:4][C:5]([O:7][CH:8]([C:26](=[O:44])[CH2:27][CH2:28][CH2:29][CH2:30][CH2:31][CH2:32][CH2:33]/[CH:34]=[CH:35]\[CH2:36]/[CH:37]=[CH:38]\[CH2:39][CH2:40][CH2:41][CH2:42][CH3:43])[CH2:9][CH2:10][CH2:11][CH2:12][CH2:13][CH2:14][CH2:15]/[CH:16]=[CH:17]\[CH2:18]/[CH:19]=[CH:20]\[CH2:21][CH2:22][CH2:23][CH2:24][CH3:25])=[O:6].[BH4-].[Na+]. (5) The yield is 0.630. The product is [NH2:1][C:4]1[CH:5]=[C:6]([CH:22]=[CH:23][CH:24]=1)[CH2:7][CH2:8][N:9]1[CH2:10][CH2:11][N:12]([C:15]([O:17][C:18]([CH3:20])([CH3:21])[CH3:19])=[O:16])[CH2:13][CH2:14]1. The catalyst is CO.[Pd].[OH-].[OH-].[Pd+2]. The reactants are [N+:1]([C:4]1[CH:5]=[C:6]([CH:22]=[CH:23][CH:24]=1)[CH2:7][CH2:8][N:9]1[CH2:14][CH2:13][N:12]([C:15]([O:17][C:18]([CH3:21])([CH3:20])[CH3:19])=[O:16])[CH2:11][CH2:10]1)([O-])=O.[H][H].